The task is: Predict which catalyst facilitates the given reaction.. This data is from Catalyst prediction with 721,799 reactions and 888 catalyst types from USPTO. (1) Reactant: CCN(C(C)C)C(C)C.[N:10]1[CH:15]=[CH:14][CH:13]=[C:12]([N:16]2[CH:20]=[C:19]([C:21]([NH:23][CH2:24][C:25]([OH:27])=O)=[O:22])[N:18]=[N:17]2)[CH:11]=1.NC1C=NC=CC=1.C1C=CC2N(O)N=NC=2C=1.CCN=C=NCCCN(C)C.Cl.[CH3:57][C:58]1[CH:65]=[CH:64][C:61]([C:62]#[N:63])=[CH:60][C:59]=1[O:66][CH:67]1[CH2:72][CH2:71][NH:70][CH2:69][CH2:68]1.Cl.ClC1C=CC=CC=1OC1CCNCC1. Product: [C:62]([C:61]1[CH:64]=[CH:65][C:58]([CH3:57])=[C:59]([CH:60]=1)[O:66][CH:67]1[CH2:68][CH2:69][N:70]([C:25](=[O:27])[CH2:24][NH:23][C:21]([C:19]2[N:18]=[N:17][N:16]([C:12]3[CH:11]=[N:10][CH:15]=[CH:14][CH:13]=3)[CH:20]=2)=[O:22])[CH2:71][CH2:72]1)#[N:63]. The catalyst class is: 18. (2) Reactant: [CH3:1][S:2](Cl)(=[O:4])=[O:3].[CH2:6]([O:13][C@@H:14]1[CH2:17][C@H:16]([OH:18])[CH2:15]1)[C:7]1[CH:12]=[CH:11][CH:10]=[CH:9][CH:8]=1.C(N(CC)CC)C.O. Product: [CH2:6]([O:13][C@@H:14]1[CH2:17][C@H:16]([O:18][S:2]([CH3:1])(=[O:4])=[O:3])[CH2:15]1)[C:7]1[CH:12]=[CH:11][CH:10]=[CH:9][CH:8]=1. The catalyst class is: 4. (3) Reactant: CO[C:3]([CH:5]1[CH2:11][CH2:10][O:9][C:8]2[CH:12]=[C:13]([CH2:16][CH3:17])[CH:14]=[CH:15][C:7]=2[C:6]1=[O:18])=[O:4].[NH2:19][C:20]1[CH:25]=[CH:24][CH:23]=[CH:22][N:21]=1. Product: [N:21]1[CH:22]=[CH:23][CH:24]=[CH:25][C:20]=1[NH:19][C:3]([CH:5]1[CH2:11][CH2:10][O:9][C:8]2[CH:12]=[C:13]([CH2:16][CH3:17])[CH:14]=[CH:15][C:7]=2[C:6]1=[O:18])=[O:4]. The catalyst class is: 113. (4) Reactant: C([O:8][C:9](=[O:27])[CH2:10][N:11]([CH2:18][C:19]1[CH:24]=[CH:23][C:22]([O:25][CH3:26])=[CH:21][CH:20]=1)[C:12](=[O:17])[CH2:13][C:14](=[O:16])[CH3:15])C1C=CC=CC=1. Product: [CH3:26][O:25][C:22]1[CH:21]=[CH:20][C:19]([CH2:18][N:11]([CH2:10][C:9]([OH:27])=[O:8])[C:12](=[O:17])[CH2:13][C:14](=[O:16])[CH3:15])=[CH:24][CH:23]=1. The catalyst class is: 354. (5) Product: [CH:56]1([NH:59][C:60]([C@@H:62]2[CH2:67][CH2:66][CH2:65][N:64]([C:31](=[O:33])[CH2:30][C:26]3[C:25]([CH3:34])=[C:24](/[CH:23]=[C:16]4\[C:17](=[O:22])[NH:18][C:19]5[C:15]\4=[CH:14][C:13]([S:10]([CH2:9][C:3]4[C:4]([Cl:8])=[CH:5][CH:6]=[CH:7][C:2]=4[Cl:1])(=[O:12])=[O:11])=[CH:21][CH:20]=5)[NH:28][C:27]=3[CH3:29])[CH2:63]2)=[O:61])[CH2:58][CH2:57]1. Reactant: [Cl:1][C:2]1[CH:7]=[CH:6][CH:5]=[C:4]([Cl:8])[C:3]=1[CH2:9][S:10]([C:13]1[CH:14]=[C:15]2[C:19](=[CH:20][CH:21]=1)[NH:18][C:17](=[O:22])/[C:16]/2=[CH:23]\[C:24]1[NH:28][C:27]([CH3:29])=[C:26]([CH2:30][C:31]([OH:33])=O)[C:25]=1[CH3:34])(=[O:12])=[O:11].C1C=CC2N(O)N=NC=2C=1.CCN=C=NCCCN(C)C.[CH:56]1([NH:59][C:60]([C@@H:62]2[CH2:67][CH2:66][CH2:65][NH:64][CH2:63]2)=[O:61])[CH2:58][CH2:57]1. The catalyst class is: 85. (6) Reactant: [CH3:1][CH2:2][N:3]([CH2:6][CH2:7][NH:8][C:9]([C:11]1[C:12]([CH3:29])=[C:13](/[CH:17]=[C:18]2/[C:19]3[CH:20]=[C:21]([F:28])[CH:22]=[CH:23][C:24]=3[NH:25][C:26]/2=[O:27])[NH:14][C:15]=1[CH3:16])=[O:10])[CH2:4][CH3:5].[C:30]([OH:42])(=[O:41])[CH2:31][C:32]([CH2:37][C:38]([OH:40])=[O:39])([C:34]([OH:36])=[O:35])[OH:33]. Product: [CH3:1][CH2:2][N:3]([CH2:6][CH2:7][NH:8][C:9]([C:11]1[C:12]([CH3:29])=[C:13](/[CH:17]=[C:18]2/[C:19]3[CH:20]=[C:21]([F:28])[CH:22]=[CH:23][C:24]=3[NH:25][C:26]/2=[O:27])[NH:14][C:15]=1[CH3:16])=[O:10])[CH2:4][CH3:5].[C:30]([O-:42])(=[O:41])[CH2:31][C:32]([CH2:37][C:38]([O-:40])=[O:39])([C:34]([O-:36])=[O:35])[OH:33]. The catalyst class is: 5. (7) Reactant: Cl[C:2]1[N:7]=[C:6]([N:8]2[CH2:16][C:15]3[C:10](=[N:11][CH:12]=[CH:13][CH:14]=3)[CH2:9]2)[C:5]2=[C:17]([C:20]3[CH:25]=[CH:24][CH:23]=[CH:22][CH:21]=3)[CH:18]=[CH:19][N:4]2[N:3]=1.[C:26]([NH:30][S:31]([C:34]1[C:35]([O:49][CH3:50])=[N:36][CH:37]=[C:38](B2OC(C)(C)C(C)(C)O2)[CH:39]=1)(=[O:33])=[O:32])([CH3:29])([CH3:28])[CH3:27].C([O-])([O-])=O.[K+].[K+]. Product: [C:26]([NH:30][S:31]([C:34]1[C:35]([O:49][CH3:50])=[N:36][CH:37]=[C:38]([C:2]2[N:7]=[C:6]([N:8]3[CH2:16][C:15]4[C:10](=[N:11][CH:12]=[CH:13][CH:14]=4)[CH2:9]3)[C:5]3=[C:17]([C:20]4[CH:25]=[CH:24][CH:23]=[CH:22][CH:21]=4)[CH:18]=[CH:19][N:4]3[N:3]=2)[CH:39]=1)(=[O:33])=[O:32])([CH3:29])([CH3:28])[CH3:27]. The catalyst class is: 669. (8) Reactant: [NH2:1][CH:2]([CH2:12][C:13]1[CH:18]=[CH:17][CH:16]=[C:15]([S:19][C:20]([F:23])([F:22])[F:21])[CH:14]=1)[CH:3]([C:5]1[CH:10]=[CH:9][C:8]([F:11])=[CH:7][CH:6]=1)[OH:4].[C:24]1([C:35](O)=[O:36])[CH:25]=[CH:26][CH:27]=[C:28]2[CH2:34][CH2:33][CH2:32][CH:31]=[CH:30][C:29]=12.Cl.C(N=C=NCCCN(C)C)C.O.ON1C2C=CC=CC=2N=N1. Product: [F:11][C:8]1[CH:9]=[CH:10][C:5]([CH:3]([OH:4])[CH:2]([NH:1][C:35]([C:24]2[CH:25]=[CH:26][CH:27]=[C:28]3[CH2:34][CH2:33][CH2:32][CH:31]=[CH:30][C:29]=23)=[O:36])[CH2:12][C:13]2[CH:18]=[CH:17][CH:16]=[C:15]([S:19][C:20]([F:23])([F:22])[F:21])[CH:14]=2)=[CH:6][CH:7]=1. The catalyst class is: 47. (9) The catalyst class is: 8. Product: [CH2:1]([C:5]1[N:9]=[C:8]([CH2:10][CH2:11][CH2:12][CH3:13])[N:7]([CH2:14][C:15]2[CH:16]=[CH:17][C:18]([C:21]3[C:22]([C:27]([OH:29])=[O:28])=[CH:23][CH:24]=[CH:25][CH:26]=3)=[CH:19][CH:20]=2)[N:6]=1)[CH2:2][CH2:3][CH3:4]. Reactant: [CH2:1]([C:5]1[N:9]=[C:8]([CH2:10][CH2:11][CH2:12][CH3:13])[N:7]([CH2:14][C:15]2[CH:20]=[CH:19][C:18]([C:21]3[C:22]([C:27]([O:29]C)=[O:28])=[CH:23][CH:24]=[CH:25][CH:26]=3)=[CH:17][CH:16]=2)[N:6]=1)[CH2:2][CH2:3][CH3:4].[OH-].[Na+].